Task: Regression. Given a peptide amino acid sequence and an MHC pseudo amino acid sequence, predict their binding affinity value. This is MHC class I binding data.. Dataset: Peptide-MHC class I binding affinity with 185,985 pairs from IEDB/IMGT (1) The peptide sequence is STFTRGAQK. The MHC is HLA-A31:01 with pseudo-sequence HLA-A31:01. The binding affinity (normalized) is 0.695. (2) The peptide sequence is MSFRDLGRVM. The MHC is HLA-B51:01 with pseudo-sequence HLA-B51:01. The binding affinity (normalized) is 0.0245. (3) The peptide sequence is IYDFYYLDY. The MHC is HLA-B51:01 with pseudo-sequence HLA-B51:01. The binding affinity (normalized) is 0.0847. (4) The peptide sequence is YAVTKTDGI. The MHC is H-2-Db with pseudo-sequence H-2-Db. The binding affinity (normalized) is 0.249. (5) The peptide sequence is KAAVDLSHFL. The MHC is HLA-B58:01 with pseudo-sequence HLA-B58:01. The binding affinity (normalized) is 0.531. (6) The peptide sequence is YPMSIPATL. The MHC is HLA-B83:01 with pseudo-sequence HLA-B83:01. The binding affinity (normalized) is 0.556. (7) The peptide sequence is ATAWRTGGY. The MHC is HLA-A02:50 with pseudo-sequence HLA-A02:50. The binding affinity (normalized) is 0.0847. (8) The peptide sequence is PIIYSKAGNI. The MHC is HLA-A68:02 with pseudo-sequence HLA-A68:02. The binding affinity (normalized) is 0.257.